Dataset: Forward reaction prediction with 1.9M reactions from USPTO patents (1976-2016). Task: Predict the product of the given reaction. (1) Given the reactants [C:1]([O:4][C@H:5]([CH3:33])[CH2:6][CH2:7][CH2:8][CH2:9][N:10]1[C:19](=[O:20])[C:18]2[N:17]([CH2:21][CH2:22]NC(OC(C)(C)C)=O)[C:16](Br)=[N:15][C:14]=2[N:13]([CH3:32])[C:11]1=[O:12])(=[O:3])[CH3:2].FC(F)(F)C(O)=O.ClCCl.C(=O)([O-])[O-].[K+].[K+].[C:50](#[N:52])C, predict the reaction product. The product is: [C:1]([O:4][C@H:5]([CH3:33])[CH2:6][CH2:7][CH2:8][CH2:9][N:10]1[C:19](=[O:20])[C:18]2[N:17]3[CH2:21][CH2:22][CH2:50][NH:52][C:16]3=[N:15][C:14]=2[N:13]([CH3:32])[C:11]1=[O:12])(=[O:3])[CH3:2]. (2) Given the reactants [CH3:1][O-:2].[Na+].[CH2:4]([O:22][C:23]1[CH:28]=[CH:27][C:26]([CH2:29][C:30]([O-:32])=[O:31])=[CH:25][CH:24]=1)[CH2:5][CH2:6][CH2:7][CH2:8][CH2:9][CH2:10][CH2:11][CH2:12][CH2:13][CH2:14][CH2:15][CH2:16][CH2:17][CH2:18][CH2:19][CH2:20][CH3:21].Cl.C(Cl)Cl.CN([CH:40]=[O:41])C, predict the reaction product. The product is: [OH:2][CH2:1][C:29]([CH2:40][OH:41])([C:26]1[CH:27]=[CH:28][C:23]([O:22][CH2:4][CH2:5][CH2:6][CH2:7][CH2:8][CH2:9][CH2:10][CH2:11][CH2:12][CH2:13][CH2:14][CH2:15][CH2:16][CH2:17][CH2:18][CH2:19][CH2:20][CH3:21])=[CH:24][CH:25]=1)[C:30]([OH:32])=[O:31]. (3) Given the reactants [N+:1]([C:4]1[CH:9]=[CH:8][C:7](F)=[CH:6][CH:5]=1)([O-:3])=[O:2].[CH3:11][CH:12]1[CH2:17][NH:16][CH2:15][CH:14]([CH3:18])[NH:13]1, predict the reaction product. The product is: [CH3:11][CH:12]1[NH:13][CH:14]([CH3:18])[CH2:15][N:16]([C:7]2[CH:8]=[CH:9][C:4]([N+:1]([O-:3])=[O:2])=[CH:5][CH:6]=2)[CH2:17]1. (4) The product is: [CH2:18]([C:5]1[CH:4]=[CH:3][C:2]([N:23]2[CH:22]=[C:21]([CH3:20])[CH:25]=[N:24]2)=[CH:7][C:6]=1[CH:8]1[C:14](=[O:15])[CH:13]2[CH2:16][CH:10]([CH2:11][CH2:12]2)[C:9]1=[O:17])[CH3:19]. Given the reactants Br[C:2]1[CH:3]=[CH:4][C:5]([CH2:18][CH3:19])=[C:6]([CH:8]2[C:14](=[O:15])[CH:13]3[CH2:16][CH:10]([CH2:11][CH2:12]3)[C:9]2=[O:17])[CH:7]=1.[CH3:20][C:21]1[CH:22]=[N:23][NH:24][CH:25]=1.P([O-])([O-])([O-])=O.[K+].[K+].[K+].N1CCC[C@H]1C(O)=O, predict the reaction product. (5) Given the reactants NC1C=C(Br)C([C@@H](NC(=O)OC(C)(C)C)CC2C=C(F)C=C(F)C=2)=NC=1[Br:8].[Cl:28][C:29]1[CH:37]=[CH:36][C:35]([C:38]2[C:39]([C@@H:47]([NH:57][C:58](=[O:64])[O:59][C:60]([CH3:63])([CH3:62])[CH3:61])[CH2:48][C:49]3[CH:54]=[C:53]([F:55])[CH:52]=[C:51]([F:56])[CH:50]=3)=[N:40][CH:41]=[C:42]([N:44]([CH3:46])[CH3:45])[CH:43]=2)=[C:34]2[C:30]=1[C:31]([NH:66][S:67]([CH3:70])(=[O:69])=[O:68])=[N:32][N:33]2[CH3:65], predict the reaction product. The product is: [Br:8][C:41]1[N:40]=[C:39]([C@@H:47]([NH:57][C:58](=[O:64])[O:59][C:60]([CH3:63])([CH3:61])[CH3:62])[CH2:48][C:49]2[CH:50]=[C:51]([F:56])[CH:52]=[C:53]([F:55])[CH:54]=2)[C:38]([C:35]2[CH:36]=[CH:37][C:29]([Cl:28])=[C:30]3[C:34]=2[N:33]([CH3:65])[N:32]=[C:31]3[NH:66][S:67]([CH3:70])(=[O:69])=[O:68])=[CH:43][C:42]=1[N:44]([CH3:46])[CH3:45]. (6) Given the reactants [CH3:1][C:2]1[C:9]([CH3:10])=[CH:8][CH:7]=[C:6]([N+:11]([O-])=O)[C:3]=1[C:4]#[N:5], predict the reaction product. The product is: [NH2:11][C:6]1[C:3]([C:4]#[N:5])=[C:2]([CH3:1])[C:9]([CH3:10])=[CH:8][CH:7]=1. (7) Given the reactants [C:1]([OH:4])(=[O:3])[CH3:2].[F:5][C:6]1[C:11]([O:12][CH2:13]CO)=[CH:10][C:9]([O:16][CH3:17])=[CH:8][C:7]=1[C@H:18]([NH:31][C:32]1[CH:40]=[CH:39][C:35]([C:36]([NH2:38])=[NH:37])=[CH:34][CH:33]=1)[C:19]1[NH:23][C:22](=[O:24])[N:21]([C:25]2[N:30]=[CH:29][CH:28]=[CH:27][N:26]=2)[N:20]=1.BrC[CH2:43][CH2:44][O:45][Si](C(C)(C)C)(C)C, predict the reaction product. The product is: [C:1]([OH:4])(=[O:3])[CH3:2].[F:5][C:6]1[C:11]([O:12][CH2:13][CH2:43][CH2:44][OH:45])=[CH:10][C:9]([O:16][CH3:17])=[CH:8][C:7]=1[C@H:18]([NH:31][C:32]1[CH:33]=[CH:34][C:35]([C:36]([NH2:38])=[NH:37])=[CH:39][CH:40]=1)[C:19]1[NH:23][C:22](=[O:24])[N:21]([C:25]2[N:26]=[CH:27][CH:28]=[CH:29][N:30]=2)[N:20]=1.